Dataset: Full USPTO retrosynthesis dataset with 1.9M reactions from patents (1976-2016). Task: Predict the reactants needed to synthesize the given product. (1) Given the product [Na+:42].[CH3:36][C:31]1([CH3:35])[CH2:30][C:29]2([CH2:37][CH2:38][CH2:39][N:27]([CH:24]3[CH2:25][CH2:26][N:21]([C:19]([C:9]4[CH:8]=[C:7]([CH:12]=[CH:11][C:10]=4[NH:13][C:14]([NH:16][CH2:17][CH3:18])=[O:15])[O:6][CH2:5][C:4]([O-:40])=[O:3])=[O:20])[CH2:22][CH2:23]3)[CH2:28]2)[C:33](=[O:34])[O:32]1, predict the reactants needed to synthesize it. The reactants are: C([O:3][C:4](=[O:40])[CH2:5][O:6][C:7]1[CH:12]=[CH:11][C:10]([NH:13][C:14]([NH:16][CH2:17][CH3:18])=[O:15])=[C:9]([C:19]([N:21]2[CH2:26][CH2:25][CH:24]([N:27]3[CH2:39][CH2:38][CH2:37][C:29]4([C:33](=[O:34])[O:32][C:31]([CH3:36])([CH3:35])[CH2:30]4)[CH2:28]3)[CH2:23][CH2:22]2)=[O:20])[CH:8]=1)C.[OH-].[Na+:42]. (2) Given the product [CH2:1]([O:3][C:4](=[O:9])[CH:5]([C:6]#[N:7])[NH:8][C:19](=[O:20])[CH2:18][O:17][CH3:16])[CH3:2], predict the reactants needed to synthesize it. The reactants are: [CH2:1]([O:3][C:4](=[O:9])[CH:5]([NH2:8])[C:6]#[N:7])[CH3:2].N1C=CC=CC=1.[CH3:16][O:17][CH2:18][C:19](Cl)=[O:20]. (3) Given the product [CH3:1][C:2]1[CH:3]=[CH:4][CH:5]=[CH:6][C:7]=1[O:8][C@@H:9]([C:14]1[CH:19]=[CH:18][CH:17]=[CH:16][CH:15]=1)[CH2:10][CH2:11][NH:12][CH3:13].[ClH:39], predict the reactants needed to synthesize it. The reactants are: [CH3:1][C:2]1[CH:3]=[CH:4][CH:5]=[CH:6][C:7]=1[O:8][C@@H:9]([C:14]1[CH:15]=[CH:16][CH:17]=[CH:18][CH:19]=1)[CH2:10][CH2:11][NH:12][CH3:13].C([O-])(=O)[C@H](C1C=CC=CC=1)O.C(OCCCC)(=O)C.[ClH:39]. (4) Given the product [CH2:2]([CH:3]1[C:4](=[S:24])[NH:6][C:7]2([CH2:13][CH2:12][N:11]([CH3:14])[CH2:10][CH2:9]2)[S:8]1)[CH3:1], predict the reactants needed to synthesize it. The reactants are: [CH3:1][CH2:2][CH:3]1[S:8][C:7]2([CH2:13][CH2:12][N:11]([CH3:14])[CH2:10][CH2:9]2)[NH:6][C:4]1=O.COC1C=CC(P2(SP(C3C=CC(OC)=CC=3)(=S)S2)=[S:24])=CC=1. (5) Given the product [CH2:24]([O:23][CH2:22][C:11]1[C:12]([CH3:21])=[N:13][N:14]([C:15]2[CH:20]=[CH:19][CH:18]=[CH:17][CH:16]=2)[C:10]=1[S:9][C:4]1[CH:3]=[C:2]([Cl:1])[CH:7]=[C:6]([Cl:8])[CH:5]=1)[C:25]1[CH:30]=[CH:29][CH:28]=[CH:27][CH:26]=1, predict the reactants needed to synthesize it. The reactants are: [Cl:1][C:2]1[CH:3]=[C:4]([S:9][C:10]2[N:14]([C:15]3[CH:20]=[CH:19][CH:18]=[CH:17][CH:16]=3)[N:13]=[C:12]([CH3:21])[C:11]=2[CH2:22][OH:23])[CH:5]=[C:6]([Cl:8])[CH:7]=1.[CH2:24](Br)[C:25]1[CH:30]=[CH:29][CH:28]=[CH:27][CH:26]=1.[H-].[Na+].O. (6) Given the product [CH:1]1([NH:6][C:7]2[CH:16]=[CH:15][C:10]([C:11]([OH:13])=[O:12])=[CH:9][C:8]=2[CH3:17])[CH2:2][CH2:3][CH2:4][CH2:5]1, predict the reactants needed to synthesize it. The reactants are: [CH:1]1([NH:6][C:7]2[CH:16]=[CH:15][C:10]([C:11]([O:13]C)=[O:12])=[CH:9][C:8]=2[CH3:17])[CH2:5][CH2:4][CH2:3][CH2:2]1.[OH-].[Na+].